This data is from Full USPTO retrosynthesis dataset with 1.9M reactions from patents (1976-2016). The task is: Predict the reactants needed to synthesize the given product. (1) Given the product [CH3:26][C:25]([CH3:28])([CH3:27])[CH2:24][C:23]([NH:22][C:5]1[C:4]([CH3:30])=[C:3]([C:1]([OH:32])=[O:2])[C:11]2[O:10][CH2:9][CH:8]([C:12]3[CH:17]=[CH:16][C:15]([CH:18]([CH3:20])[CH3:19])=[CH:14][CH:13]=3)[C:7]=2[C:6]=1[CH3:21])=[O:29], predict the reactants needed to synthesize it. The reactants are: [CH:1]([C:3]1[C:11]2[O:10][CH2:9][CH:8]([C:12]3[CH:17]=[CH:16][C:15]([CH:18]([CH3:20])[CH3:19])=[CH:14][CH:13]=3)[C:7]=2[C:6]([CH3:21])=[C:5]([NH:22][C:23](=[O:29])[CH2:24][C:25]([CH3:28])([CH3:27])[CH3:26])[C:4]=1[CH3:30])=[O:2].P([O-])(O)(O)=[O:32].[Na+].OO.Cl([O-])=O.[Na+].S([O-])(O)=O.[Na+].Cl. (2) Given the product [C:4]([O:3][C:1]([N:8]1[CH2:9][CH2:10][N:11]([C:14]2[CH:15]=[C:16]([CH:17]=[CH:18][CH:19]=2)[C:20]([OH:22])=[O:21])[CH2:12][CH2:13]1)=[O:2])([CH3:7])([CH3:5])[CH3:6], predict the reactants needed to synthesize it. The reactants are: [C:1]([N:8]1[CH2:13][CH2:12][N:11]([C:14]2[CH:19]=[CH:18][CH:17]=[C:16]([C:20]([O:22]CC)=[O:21])[CH:15]=2)[CH2:10][CH2:9]1)([O:3][C:4]([CH3:7])([CH3:6])[CH3:5])=[O:2].[OH-].[Na+].Cl. (3) Given the product [C:1]([O:5][C:6]1[CH:11]=[C:10]([CH3:12])[C:9]([O:13][CH2:14][CH2:15][CH2:16][CH2:17][CH:18]([P:25]([CH2:29][CH3:30])([CH2:27][CH3:28])=[O:26])[P:19]([CH2:23][CH3:24])([CH2:21][CH3:22])=[O:20])=[C:8]([CH3:31])[C:7]=1[CH2:32][CH2:33][C:34]([OH:36])=[O:35])(=[O:4])[CH2:2][CH3:3], predict the reactants needed to synthesize it. The reactants are: [C:1]([O:5][C:6]1[CH:11]=[C:10]([CH3:12])[C:9]([O:13][CH2:14][CH2:15][CH2:16][CH2:17][CH:18]([P:25]([CH2:29][CH3:30])([CH2:27][CH3:28])=[O:26])[P:19]([CH2:23][CH3:24])([CH2:21][CH3:22])=[O:20])=[C:8]([CH3:31])[C:7]=1[CH2:32][CH2:33][C:34]([O:36]CC1C=CC=CC=1)=[O:35])(=[O:4])[CH2:2][CH3:3]. (4) Given the product [CH2:1]([N:5]([CH2:6][C:7]1[S:8][C:9]([C:12]2[CH:17]=[CH:16][CH:15]=[C:14]([S:18]([CH3:21])(=[O:20])=[O:19])[CH:13]=2)=[CH:10][CH:11]=1)[S:29]([CH2:28][C:22]1[CH:27]=[CH:26][CH:25]=[CH:24][CH:23]=1)(=[O:31])=[O:30])[CH:2]([CH3:4])[CH3:3], predict the reactants needed to synthesize it. The reactants are: [CH2:1]([NH:5][CH2:6][C:7]1[S:8][C:9]([C:12]2[CH:17]=[CH:16][CH:15]=[C:14]([S:18]([CH3:21])(=[O:20])=[O:19])[CH:13]=2)=[CH:10][CH:11]=1)[CH:2]([CH3:4])[CH3:3].[C:22]1([CH2:28][S:29](Cl)(=[O:31])=[O:30])[CH:27]=[CH:26][CH:25]=[CH:24][CH:23]=1.C(N(CC)C(C)C)(C)C.